Predict which catalyst facilitates the given reaction. From a dataset of Catalyst prediction with 721,799 reactions and 888 catalyst types from USPTO. Reactant: [F:1][C:2]([C:14]([F:17])([F:16])[F:15])([C:10]([F:13])([F:12])[F:11])[CH2:3][CH2:4][CH2:5][S:6](Cl)(=[O:8])=[O:7].[CH3:18][N:19]([CH3:24])[CH2:20][CH2:21][CH2:22][NH2:23]. Product: [CH3:18][N:19]([CH3:24])[CH2:20][CH2:21][CH2:22][NH:23][S:6]([CH2:5][CH2:4][CH2:3][C:2]([F:1])([C:14]([F:17])([F:16])[F:15])[C:10]([F:13])([F:12])[F:11])(=[O:8])=[O:7]. The catalyst class is: 22.